Dataset: Forward reaction prediction with 1.9M reactions from USPTO patents (1976-2016). Task: Predict the product of the given reaction. (1) Given the reactants Cl[C:2]1[N:7]=[CH:6][N:5]=[C:4]([NH:8][C:9]2[CH:14]=[CH:13][C:12]([N:15]3[CH2:18][C:17]([CH3:20])([OH:19])[CH2:16]3)=[CH:11][CH:10]=2)[N:3]=1.[C:21]([C:23]1[CH:43]=[C:42](B2OC(C)(C)C(C)(C)O2)[CH:41]=[CH:40][C:24]=1[O:25][C@H:26]1[CH2:31][CH2:30][N:29]([C:32]([O:34][C:35]([CH3:38])([CH3:37])[CH3:36])=[O:33])[CH2:28][C@H:27]1[F:39])#[N:22].C(=O)([O-])[O-].[Na+].[Na+].C(COC)OC, predict the reaction product. The product is: [C:21]([C:23]1[CH:43]=[C:42]([C:2]2[N:3]=[C:4]([NH:8][C:9]3[CH:14]=[CH:13][C:12]([N:15]4[CH2:18][C:17]([OH:19])([CH3:20])[CH2:16]4)=[CH:11][CH:10]=3)[N:5]=[CH:6][N:7]=2)[CH:41]=[CH:40][C:24]=1[O:25][C@H:26]1[CH2:31][CH2:30][N:29]([C:32]([O:34][C:35]([CH3:38])([CH3:37])[CH3:36])=[O:33])[CH2:28][C@H:27]1[F:39])#[N:22]. (2) Given the reactants COC1C=C[C:6]([C@@H:9]([N:11]([CH2:22][C:23]2[N:24]=[C:25]3[CH:30]=[CH:29][CH:28]=[C:27]([N:31]4[CH2:36][CH2:35][N:34]([CH3:37])[CH2:33][CH2:32]4)[N:26]3[C:38]=2[CH2:39][OH:40])[C@@H:12]2[C:21]3[N:20]=[CH:19][CH:18]=[CH:17][C:16]=3[CH2:15][CH2:14][CH2:13]2)C)=[CH:5]C=1.C(=O)CC, predict the reaction product. The product is: [CH3:37][N:34]1[CH2:35][CH2:36][N:31]([C:27]2[N:26]3[C:38]([CH2:39][OH:40])=[C:23]([CH2:22][N:11]([CH2:9][CH2:6][CH3:5])[C@@H:12]4[C:21]5[N:20]=[CH:19][CH:18]=[CH:17][C:16]=5[CH2:15][CH2:14][CH2:13]4)[N:24]=[C:25]3[CH:30]=[CH:29][CH:28]=2)[CH2:32][CH2:33]1. (3) The product is: [Cl:1][C:2]1[CH:3]=[CH:4][C:5]([O:17][CH3:18])=[C:6]([CH:16]=1)[C:7](/[N:9]=[C:10]1\[S:11][C:12]([CH3:15])=[CH:13][N:14]\1[CH2:22][C:23]1[O:24][CH:25]=[CH:26][CH:27]=1)=[O:8]. Given the reactants [Cl:1][C:2]1[CH:3]=[CH:4][C:5]([O:17][CH3:18])=[C:6]([CH:16]=1)[C:7]([NH:9][C:10]1[S:11][C:12]([CH3:15])=[CH:13][N:14]=1)=[O:8].[H-].[Na+].Cl[CH2:22][C:23]1[O:24][CH:25]=[CH:26][CH:27]=1, predict the reaction product. (4) Given the reactants Cl[C:2]1[CH:7]=[C:6]([O:8][CH2:9][C:10]#[C:11][CH3:12])[N:5]=[CH:4][N:3]=1.C(=O)([O-])[O-].[K+].[K+].[C:19]1([C:25]2[CH:26]=[C:27]([OH:31])[CH:28]=[CH:29][CH:30]=2)[CH:24]=[CH:23][CH:22]=[CH:21][CH:20]=1.[Cl-].[NH4+], predict the reaction product. The product is: [C:19]1([C:25]2[CH:26]=[C:27]([CH:28]=[CH:29][CH:30]=2)[O:31][C:2]2[CH:7]=[C:6]([O:8][CH2:9][C:10]#[C:11][CH3:12])[N:5]=[CH:4][N:3]=2)[CH:20]=[CH:21][CH:22]=[CH:23][CH:24]=1. (5) The product is: [CH3:27][Sn:28]([CH3:30])([CH3:29])[C:15]1[S:11][C:12]2[CH:26]=[C:25]3[C:17](=[CH:16][C:13]=2[CH:14]=1)[CH:18]=[C:19]1[S:20][C:21]([Sn:28]([CH3:30])([CH3:29])[CH3:27])=[CH:22][C:23]1=[CH:24]3. Given the reactants [Li]CCCC.C1COCC1.[S:11]1[CH:15]=[CH:14][C:13]2[CH:16]=[C:17]3[C:25](=[CH:26][C:12]1=2)[CH:24]=[C:23]1[C:19]([S:20][CH:21]=[CH:22]1)=[CH:18]3.[CH3:27][Sn:28](Cl)([CH3:30])[CH3:29], predict the reaction product. (6) The product is: [CH3:24][N:23]([CH3:25])[C:21]([C:4]1[N:5]([C:15]2[CH:20]=[CH:19][CH:18]=[CH:17][CH:16]=2)[C:6]2[C:11]([C:12](=[O:13])[C:3]=1[CH2:2][NH:1][C:31](=[O:32])[C:30]1[CH:34]=[CH:35][C:27]([F:26])=[CH:28][CH:29]=1)=[CH:10][CH:9]=[C:8]([Cl:14])[CH:7]=2)=[O:22]. Given the reactants [NH2:1][CH2:2][C:3]1[C:12](=[O:13])[C:11]2[C:6](=[CH:7][C:8]([Cl:14])=[CH:9][CH:10]=2)[N:5]([C:15]2[CH:20]=[CH:19][CH:18]=[CH:17][CH:16]=2)[C:4]=1[C:21]([N:23]([CH3:25])[CH3:24])=[O:22].[F:26][C:27]1[CH:35]=[CH:34][C:30]([C:31](O)=[O:32])=[CH:29][CH:28]=1, predict the reaction product.